From a dataset of Forward reaction prediction with 1.9M reactions from USPTO patents (1976-2016). Predict the product of the given reaction. (1) The product is: [NH2:12][CH2:2][C:3]1[CH:4]=[CH:5][C:6]([F:11])=[C:7]([CH:10]=1)[C:8]#[N:9]. Given the reactants Br[CH2:2][C:3]1[CH:4]=[CH:5][C:6]([F:11])=[C:7]([CH:10]=1)[C:8]#[N:9].[NH3:12].CO.C([O-])([O-])=O.[Na+].[Na+], predict the reaction product. (2) Given the reactants [NH2:1][C:2]1[CH:12]=[CH:11][C:10]([Br:13])=[CH:9][C:3]=1[C:4]([N:6]([CH3:8])[CH3:7])=[O:5].C(N(C(C)C)CC)(C)C.[N:23]1([C:29](Cl)=[O:30])[CH2:28][CH2:27][O:26][CH2:25][CH2:24]1, predict the reaction product. The product is: [Br:13][C:10]1[CH:11]=[CH:12][C:2]([NH:1][C:29]([N:23]2[CH2:28][CH2:27][O:26][CH2:25][CH2:24]2)=[O:30])=[C:3]([C:4](=[O:5])[N:6]([CH3:7])[CH3:8])[CH:9]=1. (3) Given the reactants ClC(Cl)(O[C:5](=[O:11])OC(Cl)(Cl)Cl)Cl.[CH2:13]([C:16]1([CH2:34][CH:35]=[CH2:36])[C:32](=[O:33])[N:19]2[CH2:20][CH2:21][NH:22][C@@H:23]([C:24]3[CH:29]=[CH:28][C:27]([CH3:30])=[CH:26][C:25]=3[CH3:31])[C@@H:18]2[CH2:17]1)[CH:14]=[CH2:15].[CH:37]([C:40]1[CH:41]=[C:42]([C@H:50]([NH:52][CH3:53])[CH3:51])[CH:43]=[C:44]([C:46]([F:49])([F:48])[F:47])[CH:45]=1)([CH3:39])[CH3:38], predict the reaction product. The product is: [CH2:34]([C:16]1([CH2:13][CH:14]=[CH2:15])[C:32](=[O:33])[N:19]2[CH2:20][CH2:21][N:22]([C:5]([N:52]([C@@H:50]([C:42]3[CH:43]=[C:44]([C:46]([F:47])([F:48])[F:49])[CH:45]=[C:40]([CH:37]([CH3:39])[CH3:38])[CH:41]=3)[CH3:51])[CH3:53])=[O:11])[C@@H:23]([C:24]3[CH:29]=[CH:28][C:27]([CH3:30])=[CH:26][C:25]=3[CH3:31])[C@@H:18]2[CH2:17]1)[CH:35]=[CH2:36].